From a dataset of NCI-60 drug combinations with 297,098 pairs across 59 cell lines. Regression. Given two drug SMILES strings and cell line genomic features, predict the synergy score measuring deviation from expected non-interaction effect. (1) Drug 1: CC=C1C(=O)NC(C(=O)OC2CC(=O)NC(C(=O)NC(CSSCCC=C2)C(=O)N1)C(C)C)C(C)C. Drug 2: COC1=C2C(=CC3=C1OC=C3)C=CC(=O)O2. Cell line: SR. Synergy scores: CSS=64.2, Synergy_ZIP=-1.32, Synergy_Bliss=-4.97, Synergy_Loewe=-33.2, Synergy_HSA=-3.51. (2) Drug 1: C1=NC2=C(N=C(N=C2N1C3C(C(C(O3)CO)O)O)F)N. Drug 2: C1=NC2=C(N1)C(=S)N=CN2. Cell line: HOP-92. Synergy scores: CSS=37.1, Synergy_ZIP=-12.6, Synergy_Bliss=-9.50, Synergy_Loewe=-5.08, Synergy_HSA=-2.73. (3) Drug 1: CC1CCC2CC(C(=CC=CC=CC(CC(C(=O)C(C(C(=CC(C(=O)CC(OC(=O)C3CCCCN3C(=O)C(=O)C1(O2)O)C(C)CC4CCC(C(C4)OC)OCCO)C)C)O)OC)C)C)C)OC. Drug 2: CC(C)NC(=O)C1=CC=C(C=C1)CNNC.Cl. Cell line: SR. Synergy scores: CSS=11.9, Synergy_ZIP=-8.65, Synergy_Bliss=-10.8, Synergy_Loewe=-41.1, Synergy_HSA=-8.53.